This data is from Full USPTO retrosynthesis dataset with 1.9M reactions from patents (1976-2016). The task is: Predict the reactants needed to synthesize the given product. Given the product [OH:26][C@H:25]([CH2:27][NH:31][CH:28]([CH3:30])[CH3:29])[CH2:24][O:23][C:17]1[CH:16]=[C:15]2[C:20]([C:11]([O:10][C:6]3[CH:5]=[C:4]4[C:9](=[CH:8][CH:7]=3)[NH:1][CH:2]=[CH:3]4)=[N:12][CH:13]=[N:14]2)=[CH:19][C:18]=1[O:21][CH3:22], predict the reactants needed to synthesize it. The reactants are: [NH:1]1[C:9]2[C:4](=[CH:5][C:6]([O:10][C:11]3[C:20]4[C:15](=[CH:16][C:17]([O:23][CH2:24][C@H:25]5[CH2:27][O:26]5)=[C:18]([O:21][CH3:22])[CH:19]=4)[N:14]=[CH:13][N:12]=3)=[CH:7][CH:8]=2)[CH:3]=[CH:2]1.[CH:28]([NH2:31])([CH3:30])[CH3:29].